Dataset: Full USPTO retrosynthesis dataset with 1.9M reactions from patents (1976-2016). Task: Predict the reactants needed to synthesize the given product. Given the product [CH2:12]([O:11][C:9](=[O:10])[C:8]([CH2:1][C:2]1[CH:7]=[CH:6][CH:5]=[CH:4][CH:3]=1)=[CH2:14])[CH3:13], predict the reactants needed to synthesize it. The reactants are: [CH2:1]([CH:8]([C:14](OCC)=O)[C:9]([O:11][CH2:12][CH3:13])=[O:10])[C:2]1[CH:7]=[CH:6][CH:5]=[CH:4][CH:3]=1.[OH-].[K+].N1CCCCC1.C=O.